Regression. Given a peptide amino acid sequence and an MHC pseudo amino acid sequence, predict their binding affinity value. This is MHC class II binding data. From a dataset of Peptide-MHC class II binding affinity with 134,281 pairs from IEDB. The binding affinity (normalized) is 0.244. The peptide sequence is DKRHDGGCRKELAAV. The MHC is HLA-DPA10103-DPB10401 with pseudo-sequence HLA-DPA10103-DPB10401.